This data is from Forward reaction prediction with 1.9M reactions from USPTO patents (1976-2016). The task is: Predict the product of the given reaction. (1) Given the reactants [CH2:1]([O:8][C:9]([N:11]1[CH2:16][CH2:15][CH:14]([CH:17]=[CH:18][C:19]([O:21][CH3:22])=[O:20])[CH2:13][CH2:12]1)=[O:10])[C:2]1[CH:7]=[CH:6][CH:5]=[CH:4][CH:3]=1.[C:23]([O:27][C:28]([N:30]1[CH2:35][CH2:34][NH:33][C:32](=[O:36])[CH2:31]1)=[O:29])([CH3:26])([CH3:25])[CH3:24].CC(C)([O-])C.[K+], predict the reaction product. The product is: [CH2:1]([O:8][C:9]([N:11]1[CH2:16][CH2:15][CH:14]([CH:17]([N:33]2[CH2:34][CH2:35][N:30]([C:28]([O:27][C:23]([CH3:25])([CH3:24])[CH3:26])=[O:29])[CH2:31][C:32]2=[O:36])[CH2:18][C:19]([O:21][CH3:22])=[O:20])[CH2:13][CH2:12]1)=[O:10])[C:2]1[CH:7]=[CH:6][CH:5]=[CH:4][CH:3]=1. (2) Given the reactants [OH:1][CH2:2][CH2:3][CH2:4][N:5]1[C:9](=[O:10])[CH:8]=[CH:7][C:6]1=[O:11].[C:12]([O:17][CH2:18][C:19]1[O:23][CH:22]=[CH:21][CH:20]=1)(=[O:16])[C:13]([CH3:15])=[CH2:14], predict the reaction product. The product is: [OH:1][CH2:2][CH2:3][CH2:4][N:5]1[C:6](=[O:11])[CH:7]2[CH:8]([C:19]3([CH2:18][O:17][C:12](=[O:16])[C:13]([CH3:15])=[CH2:14])[O:23][CH:22]2[CH:21]=[CH:20]3)[C:9]1=[O:10]. (3) The product is: [NH2:1][C:2]1[CH:17]=[C:16]([Cl:18])[CH:15]=[CH:14][C:3]=1[O:4][C:5]1[CH:10]=[CH:9][C:8]([C:11](=[N:20][OH:21])[CH3:12])=[CH:7][CH:6]=1. Given the reactants [NH2:1][C:2]1[CH:17]=[C:16]([Cl:18])[CH:15]=[CH:14][C:3]=1[O:4][C:5]1[CH:10]=[CH:9][C:8]([C:11](=O)[CH3:12])=[CH:7][CH:6]=1.Cl.[NH2:20][OH:21].O, predict the reaction product. (4) Given the reactants [CH3:1][C:2]1[CH:6]=[CH:5][O:4][C:3]=1[C:7]([O:9][CH3:10])=[O:8].C=O.[CH2:13](Cl)[Cl:14], predict the reaction product. The product is: [Cl:14][CH2:13][C:5]1[O:4][C:3]([C:7]([O:9][CH3:10])=[O:8])=[C:2]([CH3:1])[CH:6]=1.